From a dataset of Forward reaction prediction with 1.9M reactions from USPTO patents (1976-2016). Predict the product of the given reaction. Given the reactants ClC(Cl)C.COC(=O)C[CH:9]1[C:13]2[CH:14]=[CH:15][C:16]([NH2:18])=[CH:17][C:12]=2[O:11][CH2:10]1.[CH:20]([C:22]1[CH:23]=[CH:24][CH:25]=[C:26]2[C:31]=1[N:30]([C:32]([O:34][C:35]([CH3:38])([CH3:37])[CH3:36])=[O:33])[CH2:29][CH2:28][CH2:27]2)=O.[C:49]([O:48][BH-]([O:48][C:49](=[O:51])[CH3:50])[O:48][C:49](=[O:51])[CH3:50])(=[O:51])[CH3:50].[Na+].[BH4-].[Na+].[C:55](O)(=O)[CH2:56][C:57](CC(O)=O)(C(O)=O)O.C(=O)(O)[O-].[Na+], predict the reaction product. The product is: [CH:56]([O:48][C:49](=[O:51])[CH2:50][CH:9]1[C:13]2[CH:14]=[CH:15][C:16]([NH:18][CH2:20][C:22]3[CH:23]=[CH:24][CH:25]=[C:26]4[C:31]=3[N:30]([C:32]([O:34][C:35]([CH3:38])([CH3:37])[CH3:36])=[O:33])[CH2:29][CH2:28][CH2:27]4)=[CH:17][C:12]=2[O:11][CH2:10]1)([CH3:57])[CH3:55].